Dataset: Peptide-MHC class I binding affinity with 185,985 pairs from IEDB/IMGT. Task: Regression. Given a peptide amino acid sequence and an MHC pseudo amino acid sequence, predict their binding affinity value. This is MHC class I binding data. (1) The peptide sequence is KLDAWLLPF. The MHC is HLA-B51:01 with pseudo-sequence HLA-B51:01. The binding affinity (normalized) is 0.0847. (2) The peptide sequence is IVYSLVTTI. The MHC is HLA-A30:01 with pseudo-sequence HLA-A30:01. The binding affinity (normalized) is 0.743.